Task: Predict the product of the given reaction.. Dataset: Forward reaction prediction with 1.9M reactions from USPTO patents (1976-2016) (1) Given the reactants [C:1]1([C:7](=O)[CH2:8][C:9]2[CH:14]=[CH:13][CH:12]=[CH:11][CH:10]=2)[CH:6]=[CH:5][CH:4]=[CH:3][CH:2]=1.[CH2:16]([O:18][C:19]1[CH:20]=[C:21]([CH:24]=[C:25]([N+:28]([O-:30])=[O:29])[C:26]=1[OH:27])[CH:22]=O)[CH3:17].[ClH:31].[NH2:32][C:33]([NH2:35])=[NH:34].C(NC(C)C)(C)C, predict the reaction product. The product is: [CH2:16]([O:18][C:19]1[CH:20]=[C:21]([CH:22]2[C:8]([C:9]3[CH:14]=[CH:13][CH:12]=[CH:11][CH:10]=3)=[C:7]([C:1]3[CH:6]=[CH:5][CH:4]=[CH:3][CH:2]=3)[NH:35][C:33](=[NH:32])[NH:34]2)[CH:24]=[C:25]([N+:28]([O-:30])=[O:29])[C:26]=1[OH:27])[CH3:17].[ClH:31]. (2) Given the reactants [CH3:1][O:2][C:3]1[CH:18]=[CH:17][C:16]([N+:19]([O-])=O)=[CH:15][C:4]=1[O:5][CH2:6][CH2:7][N:8]1[CH2:13][CH2:12][CH:11]([CH3:14])[CH2:10][CH2:9]1, predict the reaction product. The product is: [CH3:1][O:2][C:3]1[CH:18]=[CH:17][C:16]([NH2:19])=[CH:15][C:4]=1[O:5][CH2:6][CH2:7][N:8]1[CH2:13][CH2:12][CH:11]([CH3:14])[CH2:10][CH2:9]1. (3) Given the reactants Cl[C:2]1[C:10]([C:11]2[CH:16]=[CH:15][C:14]([Cl:17])=[C:13]([Cl:18])[CH:12]=2)=[CH:9][C:5]([C:6]([OH:8])=[O:7])=[CH:4][N:3]=1.[Li+].[OH-].[F:21][C:22]([F:26])([F:25])[CH2:23][OH:24].O=[Si]=O, predict the reaction product. The product is: [Cl:18][C:13]1[CH:12]=[C:11]([C:10]2[C:2]([O:24][CH2:23][C:22]([F:26])([F:25])[F:21])=[N:3][CH:4]=[C:5]([CH:9]=2)[C:6]([OH:8])=[O:7])[CH:16]=[CH:15][C:14]=1[Cl:17]. (4) Given the reactants [CH3:1][CH:2]([C:6]1[CH:11]=[C:10]([C:12](OC)=[O:13])[CH:9]=[CH:8][C:7]=1[C:16]1[CH:21]=[C:20]([O:22][CH3:23])[CH:19]=[CH:18][C:17]=1[F:24])[CH:3]([CH3:5])[CH3:4].[H-].[H-].[H-].[H-].[Li+].[Al+3].[OH-].[Na+], predict the reaction product. The product is: [CH3:1][CH:2]([C:6]1[CH:11]=[C:10]([CH2:12][OH:13])[CH:9]=[CH:8][C:7]=1[C:16]1[CH:21]=[C:20]([O:22][CH3:23])[CH:19]=[CH:18][C:17]=1[F:24])[CH:3]([CH3:4])[CH3:5].